Predict the reactants needed to synthesize the given product. From a dataset of Full USPTO retrosynthesis dataset with 1.9M reactions from patents (1976-2016). (1) Given the product [CH2:17]([O:24][C:25]1[CH:26]=[CH:27][C:28]([N:29]2[C:2]3=[N:3][CH:4]=[CH:5][CH:6]=[C:7]3[NH:8][C:9]2=[O:15])=[CH:30][CH:31]=1)[C:18]1[CH:19]=[CH:20][CH:21]=[CH:22][CH:23]=1, predict the reactants needed to synthesize it. The reactants are: Cl[C:2]1[C:7]([NH:8][C:9](=[O:15])OC(C)(C)C)=[CH:6][CH:5]=[CH:4][N:3]=1.Cl.[CH2:17]([O:24][C:25]1[CH:31]=[CH:30][C:28]([NH2:29])=[CH:27][CH:26]=1)[C:18]1[CH:23]=[CH:22][CH:21]=[CH:20][CH:19]=1.CC1(C)C2C=CC=C(P(C3C=CC=CC=3)C3C=CC=CC=3)C=2OC2C1=CC=CC=2P(C1C=CC=CC=1)C1C=CC=CC=1.CC(C)([O-])C.[Na+]. (2) Given the product [Cl:1][C:2]1[C:7]([O:8][C:9]2[CH:14]=[C:13]([CH:12]=[C:11]([O:24][C@@H:25]([CH3:35])[CH2:26][OH:27])[CH:10]=2)[C:15]([NH:17][C:18]2[CH:22]=[CH:21][N:20]([CH3:23])[N:19]=2)=[O:16])=[N:6][CH:5]=[C:4]([C:36]([N:39]2[CH2:44][CH2:43][O:42][CH2:41][CH2:40]2)=[O:38])[CH:3]=1, predict the reactants needed to synthesize it. The reactants are: [Cl:1][C:2]1[CH:3]=[C:4]([C:36]([OH:38])=O)[CH:5]=[N:6][C:7]=1[O:8][C:9]1[CH:14]=[C:13]([C:15]([NH:17][C:18]2[CH:22]=[CH:21][N:20]([CH3:23])[N:19]=2)=[O:16])[CH:12]=[C:11]([O:24][C@@H:25]([CH3:35])[CH2:26][O:27][Si](C(C)(C)C)(C)C)[CH:10]=1.[NH:39]1[CH2:44][CH2:43][O:42][CH2:41][CH2:40]1.CN(C(ON1N=NC2C=CC=NC1=2)=[N+](C)C)C.F[P-](F)(F)(F)(F)F.CCN(C(C)C)C(C)C. (3) Given the product [Cl:34][C:35]1[CH:40]=[CH:39][C:38]([NH:41][C:42](=[O:43])[N:5]([CH2:6][C:7]([NH:9][C:10]2[CH:15]=[CH:14][C:13]([C:16]3[CH:21]=[CH:20][CH:19]=[CH:18][C:17]=3[S:22]([CH3:25])(=[O:24])=[O:23])=[CH:12][C:11]=2[F:26])=[O:8])[CH2:4][CH:1]2[CH2:3][CH2:2]2)=[CH:37][CH:36]=1, predict the reactants needed to synthesize it. The reactants are: [CH:1]1([CH2:4][NH:5][CH2:6][C:7]([NH:9][C:10]2[CH:15]=[CH:14][C:13]([C:16]3[CH:21]=[CH:20][CH:19]=[CH:18][C:17]=3[S:22]([CH3:25])(=[O:24])=[O:23])=[CH:12][C:11]=2[F:26])=[O:8])[CH2:3][CH2:2]1.C(N(CC)CC)C.[Cl:34][C:35]1[CH:40]=[CH:39][C:38]([N:41]=[C:42]=[O:43])=[CH:37][CH:36]=1. (4) Given the product [ClH:1].[NH:11]1[CH2:10][CH2:9][CH:8]([C:5]2[CH:4]=[C:3]([NH2:2])[NH:7][N:6]=2)[CH2:13][CH2:12]1, predict the reactants needed to synthesize it. The reactants are: [ClH:1].[NH2:2][C:3]1[NH:7][N:6]=[C:5]([CH:8]2[CH2:13][CH2:12][N:11](C(OC(C)(C)C)=O)[CH2:10][CH2:9]2)[CH:4]=1. (5) Given the product [F:8][C:6]1[CH:5]=[C:4]([CH2:9][C:10]([NH:13][C@H:14]([C:16]([NH:18][CH:19]2[N:25]=[C:24]([C:26]3[CH:31]=[CH:30][CH:29]=[CH:28][CH:27]=3)[C:23]3[CH:32]=[CH:33][CH:34]=[CH:35][C:22]=3[N:21]([CH2:36][CH:37]3[CH2:39][CH2:38]3)[C:20]2=[O:40])=[O:17])[CH3:15])=[O:12])[CH:3]=[C:2]([F:1])[CH:7]=1, predict the reactants needed to synthesize it. The reactants are: [F:1][C:2]1[CH:3]=[C:4]([CH2:9][C:10]([OH:12])=O)[CH:5]=[C:6]([F:8])[CH:7]=1.[NH2:13][C@H:14]([C:16]([NH:18][CH:19]1[N:25]=[C:24]([C:26]2[CH:31]=[CH:30][CH:29]=[CH:28][CH:27]=2)[C:23]2[CH:32]=[CH:33][CH:34]=[CH:35][C:22]=2[N:21]([CH2:36][CH:37]2[CH2:39][CH2:38]2)[C:20]1=[O:40])=[O:17])[CH3:15]. (6) Given the product [CH3:35][S:32]([CH2:31][CH2:30][CH2:29][O:28][C:23]1[CH:24]=[CH:25][CH:26]=[C:27]2[C:22]=1[CH:21]=[CH:20][N:19]2[C:17]1[CH:16]=[CH:15][N:14]=[C:13]([NH:12][CH:9]2[CH2:10][CH2:11][CH:6]([C:4]([OH:5])=[O:3])[CH2:7][CH2:8]2)[N:18]=1)(=[O:34])=[O:33], predict the reactants needed to synthesize it. The reactants are: C([O:3][C:4]([CH:6]1[CH2:11][CH2:10][CH:9]([NH:12][C:13]2[N:18]=[C:17]([N:19]3[C:27]4[C:22](=[C:23]([O:28][CH2:29][CH2:30][CH2:31][S:32]([CH3:35])(=[O:34])=[O:33])[CH:24]=[CH:25][CH:26]=4)[CH:21]=[CH:20]3)[CH:16]=[CH:15][N:14]=2)[CH2:8][CH2:7]1)=[O:5])C.O[Li].O. (7) Given the product [Br:3][C:4]1[CH:11]=[CH:10][C:7]([C:8]([NH2:9])=[N:12][C:13]2[CH:14]=[N:15][CH:16]=[N:17][CH:18]=2)=[CH:6][CH:5]=1, predict the reactants needed to synthesize it. The reactants are: [H-].[Na+].[Br:3][C:4]1[CH:11]=[CH:10][C:7]([C:8]#[N:9])=[CH:6][CH:5]=1.[NH2:12][C:13]1[CH:14]=[N:15][CH:16]=[N:17][CH:18]=1. (8) Given the product [CH2:1]([CH:4]1[CH2:9][C@H:8]([C:10]2[CH:15]=[CH:14][CH:13]=[C:12]([Cl:16])[CH:11]=2)[C@@H:7]([C:17]2[CH:22]=[CH:21][C:20]([Cl:23])=[CH:19][CH:18]=2)[N:6]([CH2:28][CH:29]2[CH2:32][CH2:31][CH2:30]2)[C:5]1=[O:24])[CH:2]=[CH2:3], predict the reactants needed to synthesize it. The reactants are: [CH2:1]([C@@H:4]1[CH2:9][C@H:8]([C:10]2[CH:15]=[CH:14][CH:13]=[C:12]([Cl:16])[CH:11]=2)[C@@H:7]([C:17]2[CH:22]=[CH:21][C:20]([Cl:23])=[CH:19][CH:18]=2)[NH:6][C:5]1=[O:24])[CH:2]=[CH2:3].[H-].[Na+].Br[CH2:28][CH:29]1[CH2:32][CH2:31][CH2:30]1. (9) The reactants are: FC(F)(F)C(O)=O.[CH3:8][O:9][C:10](=[O:30])[CH2:11][C:12]1[C:21]([CH3:22])=[C:20]([CH:23]2[CH2:28][CH2:27][NH:26][CH2:25][CH2:24]2)[C:19]2[C:14](=[CH:15][CH:16]=[C:17]([F:29])[CH:18]=2)[CH:13]=1.C(N(CC)C(C)C)(C)C.[F:40][C:41]([F:53])([F:52])[C:42]1[CH:43]=[C:44]([S:48](Cl)(=[O:50])=[O:49])[CH:45]=[CH:46][CH:47]=1.O. Given the product [CH3:8][O:9][C:10](=[O:30])[CH2:11][C:12]1[C:21]([CH3:22])=[C:20]([CH:23]2[CH2:24][CH2:25][N:26]([S:48]([C:44]3[CH:45]=[CH:46][CH:47]=[C:42]([C:41]([F:40])([F:52])[F:53])[CH:43]=3)(=[O:50])=[O:49])[CH2:27][CH2:28]2)[C:19]2[C:14](=[CH:15][CH:16]=[C:17]([F:29])[CH:18]=2)[CH:13]=1, predict the reactants needed to synthesize it. (10) The reactants are: C(O)(C(F)(F)F)=O.C(OC([NH:15][CH2:16][C:17]1([CH2:20][N:21]2[C:29]3[C:24](=[CH:25][CH:26]=[C:27]([C:30]([O:32][CH2:33][CH3:34])=[O:31])[CH:28]=3)[CH:23]=[C:22]2[C:35]([O:37][CH2:38][CH3:39])=[O:36])[CH2:19][CH2:18]1)=O)(C)(C)C. Given the product [NH2:15][CH2:16][C:17]1([CH2:20][N:21]2[C:29]3[C:24](=[CH:25][CH:26]=[C:27]([C:30]([O:32][CH2:33][CH3:34])=[O:31])[CH:28]=3)[CH:23]=[C:22]2[C:35]([O:37][CH2:38][CH3:39])=[O:36])[CH2:18][CH2:19]1, predict the reactants needed to synthesize it.